Dataset: Catalyst prediction with 721,799 reactions and 888 catalyst types from USPTO. Task: Predict which catalyst facilitates the given reaction. (1) Reactant: C([N:3](CC)CC)C.C1(C(N)(C)C)C=CC=CC=1.[CH2:18]([NH:20][C:21](=[O:47])[NH:22][C:23]1[N:28]=[CH:27][C:26]([C:29]2[CH:30]=[N:31][CH:32]=[C:33]([C:35]([OH:37])=O)[CH:34]=2)=[C:25]([C:38]2[S:39][CH:40]=[C:41]([C:43]([F:46])([F:45])[F:44])[N:42]=2)[CH:24]=1)[CH3:19].CN(C(ON1N=NC2C=CC=NC1=2)=[N+](C)C)C.F[P-](F)(F)(F)(F)F. Product: [CH2:18]([NH:20][C:21](=[O:47])[NH:22][C:23]1[N:28]=[CH:27][C:26]([C:29]2[CH:30]=[N:31][CH:32]=[C:33]([C:35]([NH2:3])=[O:37])[CH:34]=2)=[C:25]([C:38]2[S:39][CH:40]=[C:41]([C:43]([F:45])([F:44])[F:46])[N:42]=2)[CH:24]=1)[CH3:19]. The catalyst class is: 3. (2) Reactant: Cl[C:2]1[N:7]=[C:6]([NH:8][C:9]([C:11]2([C:14]3[CH:24]=[CH:23][C:17]4[O:18][C:19]([F:22])([F:21])[O:20][C:16]=4[CH:15]=3)[CH2:13][CH2:12]2)=[O:10])[CH:5]=[CH:4][C:3]=1[CH3:25].[CH3:26][O:27][C:28]1[CH:33]=[C:32](B2OC(C)(C)C(C)(C)O2)[CH:31]=[C:30]([CH3:43])[N:29]=1.C([O-])([O-])=O.[Na+].[Na+]. Product: [F:21][C:19]1([F:22])[O:18][C:17]2[CH:23]=[CH:24][C:14]([C:11]3([C:9]([NH:8][C:6]4[N:7]=[C:2]([C:32]5[CH:31]=[C:30]([CH3:43])[N:29]=[C:28]([O:27][CH3:26])[CH:33]=5)[C:3]([CH3:25])=[CH:4][CH:5]=4)=[O:10])[CH2:13][CH2:12]3)=[CH:15][C:16]=2[O:20]1. The catalyst class is: 853. (3) Product: [Cl:7][C:8]1[C:13]([N:14]2[C:23](=[O:24])[C:22]3[C:17](=[CH:18][CH:19]=[C:20]([F:25])[CH:21]=3)[N:16]=[C:15]2[CH:26]=[O:2])=[CH:12][CH:11]=[CH:10][N:9]=1. The catalyst class is: 7. Reactant: I([O-])(=O)(=O)=[O:2].[Na+].[Cl:7][C:8]1[C:13]([N:14]2[C:23](=[O:24])[C:22]3[C:17](=[CH:18][CH:19]=[C:20]([F:25])[CH:21]=3)[N:16]=[C:15]2[CH:26]=CN(C)C)=[CH:12][CH:11]=[CH:10][N:9]=1. (4) Reactant: [CH3:1][C:2]1([CH3:11])[CH2:7][CH2:6][C:5]([CH3:9])([CH3:8])[CH2:4][C:3]1=[O:10].C([N-]C(C)C)(C)C.[Li+].Br[CH2:21][C:22]([O:24][CH2:25][CH3:26])=[O:23].CN(C)P(N(C)C)(N(C)C)=O.[Cl-].[NH4+]. Product: [CH3:8][C:5]1([CH3:9])[CH2:6][CH2:7][C:2]([CH3:11])([CH3:1])[C:3](=[O:10])[CH:4]1[CH2:21][C:22]([O:24][CH2:25][CH3:26])=[O:23]. The catalyst class is: 7. (5) Reactant: [CH:1](N(C(C)C)CC)(C)[CH3:2].[OH:10][C:11]1[CH:12]=[C:13]2[C:17](=[CH:18][CH:19]=1)[NH:16][C:15]([C:20]([OH:22])=O)=[CH:14]2.[NH2:23][C:24]1[CH:31]=[CH:30][C:27]([CH2:28][OH:29])=[CH:26][CH:25]=1.CN(C(ON1N=N[C:42]2[CH:43]=[CH:44][CH:45]=N[C:41]1=2)=[N+](C)C)C.F[P-](F)(F)(F)(F)F. Product: [CH2:41]([O:10][C:11]1[CH:12]=[C:13]2[C:17](=[CH:18][CH:19]=1)[NH:16][C:15]([C:20]([NH:23][C:24]1[CH:31]=[CH:30][C:27]([CH2:28][OH:29])=[CH:26][CH:25]=1)=[O:22])=[CH:14]2)[C:42]1[CH:2]=[CH:1][CH:45]=[CH:44][CH:43]=1. The catalyst class is: 399. (6) Reactant: Br[C:2]1[CH:7]=[CH:6][CH:5]=[C:4]([C:8]2[NH:9][C:10]3[CH:16]=[CH:15][CH:14]=[CH:13][C:11]=3[N:12]=2)[N:3]=1.C([Sn](CCCC)CCCC)CCC.[N:30]1[CH:35]=[CH:34][CH:33]=[CH:32][CH:31]=1. Product: [N:12]1[C:11]2[CH:13]=[CH:14][CH:15]=[CH:16][C:10]=2[NH:9][C:8]=1[C:4]1[CH:5]=[CH:6][CH:7]=[C:2]([C:31]2[CH:32]=[CH:33][CH:34]=[CH:35][N:30]=2)[N:3]=1. The catalyst class is: 45.